Dataset: Catalyst prediction with 721,799 reactions and 888 catalyst types from USPTO. Task: Predict which catalyst facilitates the given reaction. (1) Reactant: [F:1][C:2]([F:22])([F:21])[CH2:3][CH2:4][CH:5]([CH2:12][C:13]1[CH:18]=[CH:17][CH:16]=[C:15]([O:19][CH3:20])[CH:14]=1)[CH2:6][C:7]([O:9]CC)=[O:8].[OH-].[Na+]. Product: [F:1][C:2]([F:21])([F:22])[CH2:3][CH2:4][CH:5]([CH2:12][C:13]1[CH:18]=[CH:17][CH:16]=[C:15]([O:19][CH3:20])[CH:14]=1)[CH2:6][C:7]([OH:9])=[O:8]. The catalyst class is: 242. (2) Reactant: CO[CH:3](OC)[C:4](=[N:7][OH:8])[C:5]#[N:6].[OH:11][CH2:12][CH2:13][NH:14][NH2:15].Cl.N. Product: [NH2:6][C:5]1[N:14]([CH2:13][CH2:12][OH:11])[N:15]=[CH:3][C:4]=1[N:7]=[O:8]. The catalyst class is: 72. (3) Reactant: Br[C:2]1[CH:9]=[CH:8][C:5]([C:6]#[N:7])=[C:4]([Cl:10])[CH:3]=1.[F:11][C:12]1([F:20])[C@H:16]([OH:17])[C@H:15]([CH3:18])[NH:14][C:13]1=[O:19].C1(P(C2C=CC=CC=2)C2C3OC4C(=CC=CC=4P(C4C=CC=CC=4)C4C=CC=CC=4)C(C)(C)C=3C=CC=2)C=CC=CC=1.C(=O)([O-])[O-].[Cs+].[Cs+]. Product: [Cl:10][C:4]1[CH:3]=[C:2]([N:14]2[C@@H:15]([CH3:18])[C@@H:16]([OH:17])[C:12]([F:20])([F:11])[C:13]2=[O:19])[CH:9]=[CH:8][C:5]=1[C:6]#[N:7]. The catalyst class is: 110.